This data is from Forward reaction prediction with 1.9M reactions from USPTO patents (1976-2016). The task is: Predict the product of the given reaction. (1) Given the reactants [C:1]([NH:4][C:5]1[C:12]([CH3:13])=[CH:11][C:8]([C:9]#[N:10])=[CH:7][C:6]=1[Cl:14])(=[O:3])[CH3:2].NC1C(C)=CC(CN)=CC=1Cl.[H-].[H-].[H-].[H-].[Li+].[Al+3], predict the reaction product. The product is: [C:1]([NH:4][C:5]1[C:12]([CH3:13])=[CH:11][C:8]([CH2:9][NH2:10])=[CH:7][C:6]=1[Cl:14])(=[O:3])[CH3:2]. (2) Given the reactants [Br:1][C:2]1[S:6][C:5]([CH2:7]Cl)=[N:4][CH:3]=1.[CH3:9][S-:10].[Na+], predict the reaction product. The product is: [Br:1][C:2]1[S:6][C:5]([CH2:7][S:10][CH3:9])=[N:4][CH:3]=1.